This data is from Forward reaction prediction with 1.9M reactions from USPTO patents (1976-2016). The task is: Predict the product of the given reaction. (1) Given the reactants [F:1][C:2]([F:18])([F:17])[C:3]1[O:4][C:5]2[CH:6]=[CH:7][C:8]3[CH2:14][CH2:13][NH:12][CH2:11][CH2:10][C:9]=3[C:15]=2[N:16]=1.[Cl:19][CH2:20][CH2:21][CH2:22][S:23][C:24]1[N:25]([CH3:40])[C:26]([C:29]2[CH:38]=[CH:37][CH:36]=[C:35]3[C:30]=2[CH:31]=[CH:32][C:33]([CH3:39])=[N:34]3)=[N:27][N:28]=1, predict the reaction product. The product is: [ClH:19].[CH3:40][N:25]1[C:26]([C:29]2[CH:38]=[CH:37][CH:36]=[C:35]3[C:30]=2[CH:31]=[CH:32][C:33]([CH3:39])=[N:34]3)=[N:27][N:28]=[C:24]1[S:23][CH2:22][CH2:21][CH2:20][N:12]1[CH2:11][CH2:10][C:9]2[C:15]3[N:16]=[C:3]([C:2]([F:17])([F:1])[F:18])[O:4][C:5]=3[CH:6]=[CH:7][C:8]=2[CH2:14][CH2:13]1. (2) Given the reactants [F:1][C:2]1[CH:10]=[C:9]([F:11])[CH:8]=[C:7]([F:12])[C:3]=1[C:4](Cl)=[O:5].[CH:13]1[CH:18]=[CH:17][CH:16]=[CH:15][CH:14]=1, predict the reaction product. The product is: [C:13]1([C:4]([C:3]2[C:2]([F:1])=[CH:10][C:9]([F:11])=[CH:8][C:7]=2[F:12])=[O:5])[CH:18]=[CH:17][CH:16]=[CH:15][CH:14]=1. (3) Given the reactants [OH:1][CH2:2][C@H:3]1[CH2:8][N:7]([C:9]([O:11][CH2:12][CH:13]2[C:25]3[CH:24]=[CH:23][CH:22]=[CH:21][C:20]=3[C:19]3[C:14]2=[CH:15][CH:16]=[CH:17][CH:18]=3)=[O:10])[C@H:6]([CH3:26])[CH2:5][CH2:4]1.CC1(C)N([O])C(C)(C)CCC1.[O-:38]Cl=O.[Na+], predict the reaction product. The product is: [CH:15]1[C:14]2[CH:13]([CH2:12][O:11][C:9]([N:7]3[C@H:6]([CH3:26])[CH2:5][CH2:4][C@@H:3]([C:2]([OH:38])=[O:1])[CH2:8]3)=[O:10])[C:25]3[C:20](=[CH:21][CH:22]=[CH:23][CH:24]=3)[C:19]=2[CH:18]=[CH:17][CH:16]=1. (4) Given the reactants [CH3:1][O:2][C:3]1[CH:27]=[CH:26][C:6]([CH2:7][O:8][C:9]2[CH:10]=[CH:11][C:12]([NH:15][S:16]([C:19]3[CH:24]=[CH:23][C:22]([CH3:25])=[CH:21][CH:20]=3)(=[O:18])=[O:17])=[N:13][CH:14]=2)=[CH:5][CH:4]=1.Br[CH:29]([CH3:33])[C:30]([NH2:32])=[O:31].C(N(CC)C(C)C)(C)C.C(OCC)(=O)C, predict the reaction product. The product is: [CH3:1][O:2][C:3]1[CH:4]=[CH:5][C:6]([CH2:7][O:8][C:9]2[CH:10]=[CH:11][C:12](=[N:15][S:16]([C:19]3[CH:24]=[CH:23][C:22]([CH3:25])=[CH:21][CH:20]=3)(=[O:18])=[O:17])[N:13]([CH:29]([CH3:33])[C:30]([NH2:32])=[O:31])[CH:14]=2)=[CH:26][CH:27]=1.